From a dataset of Catalyst prediction with 721,799 reactions and 888 catalyst types from USPTO. Predict which catalyst facilitates the given reaction. (1) Reactant: [Cl:1][C:2]1[C:6]([N+:7]([O-:9])=[O:8])=[CH:5][NH:4][N:3]=1.Br[C:11]([CH3:18])([CH3:17])[C:12]([O:14][CH2:15][CH3:16])=[O:13].C([O-])([O-])=O.[Cs+].[Cs+]. Product: [Cl:1][C:2]1[C:6]([N+:7]([O-:9])=[O:8])=[CH:5][N:4]([C:11]([CH3:18])([CH3:17])[C:12]([O:14][CH2:15][CH3:16])=[O:13])[N:3]=1. The catalyst class is: 3. (2) Reactant: [O:1]([CH3:3])[Na].C[O:5][C:6](=[O:36])[CH2:7][C@H:8]1[C:12]2[CH:13]=[CH:14][C:15]([O:17][C@H:18]3[C:26]4[C:21](=[C:22]([O:28][C:29]5[N:30]=[N:31][C:32](Cl)=[CH:33][CH:34]=5)[CH:23]=[CH:24][C:25]=4[F:27])[CH2:20][CH2:19]3)=[CH:16][C:11]=2[O:10][CH2:9]1.[OH-].[Na+]. Product: [F:27][C:25]1[CH:24]=[CH:23][C:22]([O:28][C:29]2[N:30]=[N:31][C:32]([O:1][CH3:3])=[CH:33][CH:34]=2)=[C:21]2[C:26]=1[C@H:18]([O:17][C:15]1[CH:14]=[CH:13][C:12]3[C@H:8]([CH2:7][C:6]([OH:36])=[O:5])[CH2:9][O:10][C:11]=3[CH:16]=1)[CH2:19][CH2:20]2. The catalyst class is: 83.